The task is: Predict the reaction yield, written as a fraction of the theoretical maximum amount of product (1.0 means a 100% yield; for example, 0.34 means a 34% yield).. This data is from Reaction yield outcomes from USPTO patents with 853,638 reactions. (1) The reactants are [CH2:1]([S:8][C:9]1[N:14]=[C:13]([CH2:15][NH:16]C(=O)OC(C)(C)C)[CH:12]=[C:11]([C:24]2[CH:25]=[N:26][C:27]([C:30]([F:33])([F:32])[F:31])=[CH:28][CH:29]=2)[N:10]=1)[C:2]1[CH:7]=[CH:6][CH:5]=[CH:4][CH:3]=1.[ClH:34]. The catalyst is O1CCOCC1. The product is [ClH:34].[CH2:1]([S:8][C:9]1[N:14]=[C:13]([CH2:15][NH2:16])[CH:12]=[C:11]([C:24]2[CH:25]=[N:26][C:27]([C:30]([F:33])([F:32])[F:31])=[CH:28][CH:29]=2)[N:10]=1)[C:2]1[CH:7]=[CH:6][CH:5]=[CH:4][CH:3]=1. The yield is 0.820. (2) The reactants are [CH3:1][C:2]1[NH:3][C:4](=[O:26])[C:5]([CH2:11][C:12]2[CH:17]=[CH:16][C:15]([C:18]3[C:19]([C:24]#[N:25])=[CH:20][CH:21]=[CH:22][CH:23]=3)=[CH:14][CH:13]=2)=[C:6]([CH2:8][CH2:9][CH3:10])[N:7]=1.Br[CH2:28][CH:29]1[CH2:34][CH2:33][CH2:32][CH2:31][O:30]1.C(=O)([O-])[O-].[K+].[K+].CN(C)C=O. The catalyst is C(OCC)(=O)C. The product is [CH3:1][C:2]1[N:3]([CH2:28][CH:29]2[CH2:34][CH2:33][CH2:32][CH2:31][O:30]2)[C:4](=[O:26])[C:5]([CH2:11][C:12]2[CH:17]=[CH:16][C:15]([C:18]3[C:19]([C:24]#[N:25])=[CH:20][CH:21]=[CH:22][CH:23]=3)=[CH:14][CH:13]=2)=[C:6]([CH2:8][CH2:9][CH3:10])[N:7]=1. The yield is 0.480. (3) The reactants are [ClH:1].[F:2][C:3]1[C:4]([C:18]2[N:19]=[N:20][C:21]([N:24]([CH3:35])[CH:25]3[CH2:30][C:29]([CH3:32])([CH3:31])[NH:28][C:27]([CH3:34])([CH3:33])[CH2:26]3)=[CH:22][CH:23]=2)=[C:5]([OH:17])[CH:6]=[C:7]([C:9]2[CH:14]=[CH:13][N:12]=[C:11]([O:15]C)[CH:10]=2)[CH:8]=1.Cl.N1C=CC=CC=1.Cl. The catalyst is CO.CS(C)=O. The product is [ClH:1].[F:2][C:3]1[CH:8]=[C:7]([C:9]2[CH:14]=[CH:13][NH:12][C:11](=[O:15])[CH:10]=2)[CH:6]=[C:5]([OH:17])[C:4]=1[C:18]1[N:19]=[N:20][C:21]([N:24]([CH3:35])[CH:25]2[CH2:30][C:29]([CH3:31])([CH3:32])[NH:28][C:27]([CH3:34])([CH3:33])[CH2:26]2)=[CH:22][CH:23]=1. The yield is 0.260. (4) The reactants are [CH3:1][C:2]1[C:6]([CH3:7])=[C:5]([NH:8][C:9](=[O:16])OCC(Cl)(Cl)Cl)[O:4][N:3]=1.[F:17][C:18]1[CH:23]=[C:22]([F:24])[CH:21]=[CH:20][C:19]=1[C:25]1[CH:30]=[CH:29][CH:28]=[C:27]([N:31]2[CH2:36][CH2:35][NH:34][CH2:33][CH2:32]2)[CH:26]=1. No catalyst specified. The product is [F:17][C:18]1[CH:23]=[C:22]([F:24])[CH:21]=[CH:20][C:19]=1[C:25]1[CH:30]=[CH:29][CH:28]=[C:27]([N:31]2[CH2:32][CH2:33][N:34]([C:9]([NH:8][C:5]3[O:4][N:3]=[C:2]([CH3:1])[C:6]=3[CH3:7])=[O:16])[CH2:35][CH2:36]2)[CH:26]=1. The yield is 0.440.